From a dataset of Forward reaction prediction with 1.9M reactions from USPTO patents (1976-2016). Predict the product of the given reaction. (1) Given the reactants [F:1][C:2]1[CH:12]=[CH:11][CH:10]=[C:9]([F:13])[C:3]=1/[CH:4]=[CH:5]/[C:6](O)=[O:7].S(Cl)([Cl:16])=O, predict the reaction product. The product is: [F:1][C:2]1[CH:12]=[CH:11][CH:10]=[C:9]([F:13])[C:3]=1/[CH:4]=[CH:5]/[C:6]([Cl:16])=[O:7]. (2) Given the reactants C([N-]C(C)C)(C)C.[Li+].[F:9][C:10]([F:22])([F:21])[C:11]1[CH:12]=[C:13]([CH2:17][C:18]([OH:20])=[O:19])[CH:14]=[CH:15][CH:16]=1.I[CH2:24][CH:25]1[CH2:29][CH2:28][CH2:27][CH2:26]1, predict the reaction product. The product is: [CH:25]1([CH2:24][CH:17]([C:13]2[CH:14]=[CH:15][CH:16]=[C:11]([C:10]([F:21])([F:22])[F:9])[CH:12]=2)[C:18]([OH:20])=[O:19])[CH2:29][CH2:28][CH2:27][CH2:26]1. (3) Given the reactants [CH3:1][C@H:2]1[CH2:11][C@@H:10]([NH:12][C:13]([O:15][CH:16]([CH3:18])[CH3:17])=[O:14])[C:9]2[C:4](=[CH:5][CH:6]=[C:7]([C:19]3[N:20]=[CH:21][N:22]([CH2:24][C:25]([O:27][C:28]([CH3:31])([CH3:30])[CH3:29])=[O:26])[CH:23]=3)[CH:8]=2)[NH:3]1.[C:32](OC(=O)C)(=[O:34])[CH3:33], predict the reaction product. The product is: [C:32]([N:3]1[C:4]2[C:9](=[CH:8][C:7]([C:19]3[N:20]=[CH:21][N:22]([CH2:24][C:25]([O:27][C:28]([CH3:31])([CH3:30])[CH3:29])=[O:26])[CH:23]=3)=[CH:6][CH:5]=2)[C@H:10]([NH:12][C:13]([O:15][CH:16]([CH3:17])[CH3:18])=[O:14])[CH2:11][C@@H:2]1[CH3:1])(=[O:34])[CH3:33]. (4) Given the reactants C(O)(C(F)(F)F)=O.[F:8][C:9]1[C:14]([CH2:15][CH2:16][NH:17]C(=O)OC(C)(C)C)=[C:13]([I:25])[CH:12]=[CH:11][N:10]=1.C([O-])(O)=O.[Na+], predict the reaction product. The product is: [F:8][C:9]1[C:14]([CH2:15][CH2:16][NH2:17])=[C:13]([I:25])[CH:12]=[CH:11][N:10]=1. (5) The product is: [I-:15].[CH3:16][N+:17]1[CH:22]=[CH:21][C:20]([CH:23]=[CH:1][C:3]2[CH:8]=[CH:7][C:6]([N:9]3[CH2:14][CH2:13][O:12][CH2:11][CH2:10]3)=[CH:5][CH:4]=2)=[CH:19][CH:18]=1. Given the reactants [CH:1]([C:3]1[CH:8]=[CH:7][C:6]([N:9]2[CH2:14][CH2:13][O:12][CH2:11][CH2:10]2)=[CH:5][CH:4]=1)=O.[I-:15].[CH3:16][N+:17]1[CH:22]=[CH:21][C:20]([CH3:23])=[CH:19][CH:18]=1.N1CCCCC1, predict the reaction product.